Dataset: Retrosynthesis with 50K atom-mapped reactions and 10 reaction types from USPTO. Task: Predict the reactants needed to synthesize the given product. (1) Given the product O=C(O)c1ccc2nc(-c3ccccc3)c(N3CCC[C@@H]3C(F)(F)F)nc2c1, predict the reactants needed to synthesize it. The reactants are: COC(=O)c1ccc2nc(-c3ccccc3)c(N3CCC[C@@H]3C(F)(F)F)nc2c1. (2) Given the product C=CC[C@@H](C(=O)OC)N(C)C(=O)CCCC(F)(F)F, predict the reactants needed to synthesize it. The reactants are: C=CC[C@H](NC)C(=O)OC.O=C(O)CCCC(F)(F)F. (3) Given the product CC(C)(C)NS(=O)(=O)c1cccc(-c2cc(-c3nc(-c4ccc(C(F)(F)F)nc4)cc(C(F)(F)F)n3)ccn2)c1, predict the reactants needed to synthesize it. The reactants are: CC(C)(C)NS(=O)(=O)c1cccc(B(O)O)c1.FC(F)(F)c1ccc(-c2cc(C(F)(F)F)nc(-c3ccnc(Cl)c3)n2)cn1. (4) The reactants are: COc1cc(C2OCCO2)ccc1-n1ccnc1Cl. Given the product COc1cc(C=O)ccc1-n1ccnc1Cl, predict the reactants needed to synthesize it. (5) Given the product O=C(O)c1cc(NC(=O)C2CCCCC2)ccc1O, predict the reactants needed to synthesize it. The reactants are: Nc1ccc(O)c(C(=O)O)c1.O=C(O)C1CCCCC1.